Dataset: Forward reaction prediction with 1.9M reactions from USPTO patents (1976-2016). Task: Predict the product of the given reaction. (1) Given the reactants [Cl:1][C:2]1[CH:3]=[CH:4][C:5]2[N:11]3[C:12]([C:15]([F:18])([F:17])[F:16])=[N:13][N:14]=[C:10]3[C@@H:9]([CH2:19][C:20]([N:22]3[CH2:27][CH2:26][CH:25]([CH2:28][C:29]([O:31]C(C)(C)C)=[O:30])[CH2:24][CH2:23]3)=[O:21])[O:8][C@H:7]([C:36]3[CH:41]=[CH:40][CH:39]=[C:38]([O:42][CH3:43])[C:37]=3[CH3:44])[C:6]=2[CH:45]=1.FC(F)(F)C(O)=O, predict the reaction product. The product is: [Cl:1][C:2]1[CH:3]=[CH:4][C:5]2[N:11]3[C:12]([C:15]([F:17])([F:16])[F:18])=[N:13][N:14]=[C:10]3[C@@H:9]([CH2:19][C:20]([N:22]3[CH2:23][CH2:24][CH:25]([CH2:28][C:29]([OH:31])=[O:30])[CH2:26][CH2:27]3)=[O:21])[O:8][C@H:7]([C:36]3[CH:41]=[CH:40][CH:39]=[C:38]([O:42][CH3:43])[C:37]=3[CH3:44])[C:6]=2[CH:45]=1. (2) The product is: [NH2:10][C:11]1[C:28]([CH3:29])=[CH:27][C:14]([O:15][CH2:16][C:17]([N:19]([CH3:26])[CH:20]2[CH2:25][CH2:24][N:23]([CH2:1][CH2:2][C:3]3[CH:8]=[CH:7][CH:6]=[CH:5][CH:4]=3)[CH2:22][CH2:21]2)=[O:18])=[C:13]([CH3:30])[C:12]=1[CH3:31]. Given the reactants [CH2:1](Br)[CH2:2][C:3]1[CH:8]=[CH:7][CH:6]=[CH:5][CH:4]=1.[NH2:10][C:11]1[C:28]([CH3:29])=[CH:27][C:14]([O:15][CH2:16][C:17]([N:19]([CH3:26])[CH:20]2[CH2:25][CH2:24][NH:23][CH2:22][CH2:21]2)=[O:18])=[C:13]([CH3:30])[C:12]=1[CH3:31].C(N(CC)CC)C.[Cl-].[NH4+], predict the reaction product. (3) Given the reactants CO[C:3]1[CH:4]=[C:5]2[C:10](=[CH:11][CH:12]=1)[CH:9]=[N:8][C:7]([C:13]([OH:15])=[O:14])=[CH:6]2.[C:16](C1(C(O)=O)C2C(=CC=C(O)C=2)CCN1)(OC(C)(C)C)=[O:17], predict the reaction product. The product is: [CH3:16][O:17][C:12]1[CH:11]=[C:10]2[C:5]([CH:6]=[C:7]([C:13]([OH:15])=[O:14])[N:8]=[CH:9]2)=[CH:4][CH:3]=1. (4) Given the reactants [O:1]1[CH2:6][CH2:5][CH:4]([C:7]2[CH:11]=[CH:10][NH:9][N:8]=2)[CH2:3][CH2:2]1.C1C(=O)N([Cl:19])C(=O)C1, predict the reaction product. The product is: [Cl:19][C:11]1[C:7]([CH:4]2[CH2:3][CH2:2][O:1][CH2:6][CH2:5]2)=[N:8][NH:9][CH:10]=1.